From a dataset of Full USPTO retrosynthesis dataset with 1.9M reactions from patents (1976-2016). Predict the reactants needed to synthesize the given product. (1) Given the product [F:1][C:2]([F:15])([F:14])[S:3]([O:6][C:17]1[C:26]2[C:21](=[CH:22][CH:23]=[C:24]([C:27]([O:29][CH3:30])=[O:28])[CH:25]=2)[CH:20]=[CH:19][N:18]=1)(=[O:5])=[O:4], predict the reactants needed to synthesize it. The reactants are: [F:1][C:2]([F:15])([F:14])[S:3]([O:6]S(C(F)(F)F)(=O)=O)(=[O:5])=[O:4].O[C:17]1[C:26]2[C:21](=[CH:22][CH:23]=[C:24]([C:27]([O:29][CH3:30])=[O:28])[CH:25]=2)[CH:20]=[CH:19][N:18]=1.N1C=CC=CC=1.ClCCl. (2) Given the product [F:1][C:2]1[CH:3]=[C:4]([C:12]2[C:13]3[CH:20]([CH2:21][C:22]([N:24]4[CH2:30][CH2:29][CH2:28][CH2:27][CH2:25]4)=[O:23])[CH2:19][CH2:18][C:14]=3[CH:15]=[N:16][CH:17]=2)[CH:5]=[CH:6][C:7]=1[C:8]([F:11])([F:9])[F:10], predict the reactants needed to synthesize it. The reactants are: [F:1][C:2]1[CH:3]=[C:4]([C:12]2[C:13]3[CH:20]([CH2:21][C:22]([NH:24][CH3:25])=[O:23])[CH2:19][CH2:18][C:14]=3[CH:15]=[N:16][CH:17]=2)[CH:5]=[CH:6][C:7]=1[C:8]([F:11])([F:10])[F:9].N1C[CH2:30][CH2:29][CH2:28][CH2:27]1.